Dataset: HIV replication inhibition screening data with 41,000+ compounds from the AIDS Antiviral Screen. Task: Binary Classification. Given a drug SMILES string, predict its activity (active/inactive) in a high-throughput screening assay against a specified biological target. (1) The molecule is Nc1nc(N)c2cc(-c3ccccc3)cnc2n1. The result is 0 (inactive). (2) The compound is CCOC(=O)C(CC(C)C)NC(=O)c1cc(SC#N)c(C)c2c1Nc1c(c(C)c3oc(=O)c(C)nc3c1C(=O)NC(CC(C)C)C(=O)OCC)O2. The result is 0 (inactive). (3) The result is 1 (active). The compound is Cc1ccc2n(c1)cc(-c1ccc(C=NNC(=N)NN=Cc3ccc(-c4cn5cc(C)ccc5[n+]4C)cc3)cc1)[n+]2C.Cl.[Cl-].